Dataset: Catalyst prediction with 721,799 reactions and 888 catalyst types from USPTO. Task: Predict which catalyst facilitates the given reaction. (1) Product: [OH:1][C@@H:2]1[CH2:3][CH2:4][C@H:5]([N:8]2[CH2:12][CH2:11][C@:10]3([CH2:17][CH2:16][CH2:15][NH:14][CH2:13]3)[CH2:9]2)[CH2:6][CH2:7]1. The catalyst class is: 19. Reactant: [OH:1][C@@H:2]1[CH2:7][CH2:6][C@H:5]([N:8]2[CH2:12][CH2:11][C@:10]3([CH2:17][CH2:16][CH2:15][N:14](C(OCC4C=CC=CC=4)=O)[CH2:13]3)[C:9]2=O)[CH2:4][CH2:3]1. (2) Reactant: [C:1]([O:5][C:6]([N:8]1[CH2:13][CH2:12][CH:11]([C:14]([OH:16])=[O:15])[CH2:10][CH2:9]1)=[O:7])([CH3:4])([CH3:3])[CH3:2].[Si](C=[N+]=[N-])(C)(C)[CH3:18].CC(O)=O. Product: [N:8]1([C:6]([O:5][C:1]([CH3:4])([CH3:2])[CH3:3])=[O:7])[CH2:13][CH2:12][CH:11]([C:14]([O:16][CH3:18])=[O:15])[CH2:10][CH2:9]1. The catalyst class is: 5. (3) Reactant: CCOC(/N=N/C(OCC)=O)=O.[CH2:13]([O:15][C:16]([C:18]1[NH:19][C:20]2[C:25]([CH:26]=1)=[C:24]([OH:27])[CH:23]=[CH:22][CH:21]=2)=[O:17])[CH3:14].[C:41]1(P([C:41]2[CH:46]=[CH:45][CH:44]=[CH:43][CH:42]=2)[C:41]2[CH:46]=[CH:45][CH:44]=[CH:43][CH:42]=2)[CH:46]=[CH:45][CH:44]=[CH:43][CH:42]=1.C1(CO)CCCC1. Product: [CH2:13]([O:15][C:16]([C:18]1[NH:19][C:20]2[C:25]([CH:26]=1)=[C:24]([O:27][CH2:41][CH:46]1[CH2:42][CH2:43][CH2:44][CH2:45]1)[CH:23]=[CH:22][CH:21]=2)=[O:17])[CH3:14]. The catalyst class is: 1. (4) Reactant: [Cl:1][C:2]1[CH:3]=[C:4]([CH:24]=[C:25]([CH2:27][OH:28])[CH:26]=1)[O:5][CH2:6][C@@H:7]1[C@@H:11]([CH2:12][CH2:13][CH2:14][C:15]2[S:19][C:18]([C:20]([OH:22])=[O:21])=[CH:17][CH:16]=2)[CH:10]=[CH:9][C:8]1=[O:23].[H][H]. Product: [Cl:1][C:2]1[CH:3]=[C:4]([CH:24]=[C:25]([CH2:27][OH:28])[CH:26]=1)[O:5][CH2:6][C@H:7]1[C:8](=[O:23])[CH2:9][CH2:10][C@@H:11]1[CH2:12][CH2:13][CH2:14][C:15]1[S:19][C:18]([C:20]([OH:22])=[O:21])=[CH:17][CH:16]=1. The catalyst class is: 350. (5) Reactant: [C:1]([C:4]1[CH:12]=[CH:11][C:7]([C:8]([OH:10])=O)=[CH:6][CH:5]=1)(=[O:3])[CH3:2].Cl.[CH3:14][NH:15][O:16][CH3:17].Cl.CN(C)CCCN=C=NCC.O.ON1C2C=CC=CC=2N=N1. Product: [C:1]([C:4]1[CH:5]=[CH:6][C:7]([C:8]([N:15]([O:16][CH3:17])[CH3:14])=[O:10])=[CH:11][CH:12]=1)(=[O:3])[CH3:2]. The catalyst class is: 851.